This data is from Retrosynthesis with 50K atom-mapped reactions and 10 reaction types from USPTO. The task is: Predict the reactants needed to synthesize the given product. The reactants are: Fc1cccc(-c2cnc3[nH]c(Cl)cc3c2)c1. Given the product Fc1cccc(-c2cnc3[nH]ccc3c2)c1, predict the reactants needed to synthesize it.